This data is from NCI-60 drug combinations with 297,098 pairs across 59 cell lines. The task is: Regression. Given two drug SMILES strings and cell line genomic features, predict the synergy score measuring deviation from expected non-interaction effect. (1) Drug 1: C1=CC(=C2C(=C1NCCNCCO)C(=O)C3=C(C=CC(=C3C2=O)O)O)NCCNCCO. Drug 2: CC1=C(C=C(C=C1)C(=O)NC2=CC(=CC(=C2)C(F)(F)F)N3C=C(N=C3)C)NC4=NC=CC(=N4)C5=CN=CC=C5. Cell line: HCT116. Synergy scores: CSS=46.3, Synergy_ZIP=5.47, Synergy_Bliss=5.00, Synergy_Loewe=-16.7, Synergy_HSA=5.40. (2) Drug 1: C1=CC(=C2C(=C1NCCNCCO)C(=O)C3=C(C=CC(=C3C2=O)O)O)NCCNCCO. Drug 2: C1C(C(OC1N2C=NC3=C(N=C(N=C32)Cl)N)CO)O. Cell line: CAKI-1. Synergy scores: CSS=44.6, Synergy_ZIP=-11.2, Synergy_Bliss=-11.0, Synergy_Loewe=-14.6, Synergy_HSA=-7.43. (3) Drug 1: C1CC(=O)NC(=O)C1N2C(=O)C3=CC=CC=C3C2=O. Drug 2: COC1=C2C(=CC3=C1OC=C3)C=CC(=O)O2. Cell line: UO-31. Synergy scores: CSS=-2.67, Synergy_ZIP=-0.217, Synergy_Bliss=-2.99, Synergy_Loewe=-1.47, Synergy_HSA=-3.53.